From a dataset of Full USPTO retrosynthesis dataset with 1.9M reactions from patents (1976-2016). Predict the reactants needed to synthesize the given product. (1) Given the product [Br:19][C:15]1[N:14]=[C:13]([CH:23]=[O:24])[CH:18]=[CH:17][CH:16]=1, predict the reactants needed to synthesize it. The reactants are: [Li]CCCC.C([Mg]Cl)CCC.Br[C:13]1[CH:18]=[CH:17][CH:16]=[C:15]([Br:19])[N:14]=1.CN([CH:23]=[O:24])C.C(O)(=O)CC(CC(O)=O)(C(O)=O)O. (2) Given the product [CH2:1]([O:3][C:4]([C:6]1[N:7]=[C:8]([C@H:11]([O:19][C:36](=[O:37])[C@@H:31]([NH:30][C:39]([O:41][C:42]([CH3:43])([CH3:45])[CH3:44])=[O:40])[C@@H:32]([CH3:33])[CH2:34][CH3:35])[CH2:12][C@@H:13]([NH:17][CH3:18])[CH:14]([CH3:16])[CH3:15])[S:9][CH:10]=1)=[O:5])[CH3:2], predict the reactants needed to synthesize it. The reactants are: [CH2:1]([O:3][C:4]([C:6]1[N:7]=[C:8]([C@H:11]([OH:19])[CH2:12][C@@H:13]([NH:17][CH3:18])[CH:14]([CH3:16])[CH3:15])[S:9][CH:10]=1)=[O:5])[CH3:2].ON1C2C=CC=CC=2N=N1.[NH:30]([C:39]([O:41][C:42]([CH3:45])([CH3:44])[CH3:43])=[O:40])[C@H:31]([C:36](O)=[O:37])[C@H:32]([CH2:34][CH3:35])[CH3:33]. (3) Given the product [Br-:29].[CH2:11]([O:23][C:24]1[CH:31]=[CH:30][C:27]([CH2:28][N+:4]([CH2:8][C:9]#[CH:10])([CH2:5][C:6]#[CH:7])[CH2:1][C:2]#[CH:3])=[CH:26][CH:25]=1)[CH2:12][CH2:13][CH2:14][CH2:15][CH2:16][CH2:17][CH2:18][CH2:19][CH2:20][CH2:21][CH3:22], predict the reactants needed to synthesize it. The reactants are: [CH2:1]([N:4]([CH2:8][C:9]#[CH:10])[CH2:5][C:6]#[CH:7])[C:2]#[CH:3].[CH2:11]([O:23][C:24]1[CH:31]=[CH:30][C:27]([CH2:28][Br:29])=[CH:26][CH:25]=1)[CH2:12][CH2:13][CH2:14][CH2:15][CH2:16][CH2:17][CH2:18][CH2:19][CH2:20][CH2:21][CH3:22]. (4) Given the product [Br:18][C:8]([CH:9]([CH3:11])[CH3:10])=[C:7]([C:12]1[CH:13]=[CH:14][CH:15]=[CH:16][CH:17]=1)[C:1]1[CH:6]=[CH:5][CH:4]=[CH:3][CH:2]=1, predict the reactants needed to synthesize it. The reactants are: [C:1]1([C:7]([C:12]2[CH:17]=[CH:16][CH:15]=[CH:14][CH:13]=2)=[CH:8][CH:9]([CH3:11])[CH3:10])[CH:6]=[CH:5][CH:4]=[CH:3][CH:2]=1.[Br:18]Br. (5) Given the product [F:20][C:21]([F:34])([F:33])[S:22]([O:12][C:9]1[CH:10]=[CH:11][N:7]([C:2]2[CH:3]=[CH:4][CH:5]=[CH:6][N:1]=2)[N:8]=1)(=[O:24])=[O:23], predict the reactants needed to synthesize it. The reactants are: [N:1]1[CH:6]=[CH:5][CH:4]=[CH:3][C:2]=1[N:7]1[CH:11]=[CH:10][C:9](=[O:12])[NH:8]1.C(N(CC)CC)C.[F:20][C:21]([F:34])([F:33])[S:22](O[S:22]([C:21]([F:34])([F:33])[F:20])(=[O:24])=[O:23])(=[O:24])=[O:23]. (6) Given the product [Si:5]([O:6][C@@H:7]1[CH2:11][C@H:10]([OH:12])[C@H:9]([CH2:13]/[CH:14]=[CH:15]\[CH2:16][CH2:17][CH2:18][C:19]([O:21][CH:22]([CH3:23])[CH3:24])=[O:20])[C@H:8]1/[CH:25]=[CH:26]/[C:27]([F:36])([F:37])[CH2:28][O:29][C:30]1[CH:35]=[CH:34][CH:33]=[CH:32][CH:31]=1)([C:1]([CH3:2])([CH3:3])[CH3:4])([CH3:39])[CH3:38], predict the reactants needed to synthesize it. The reactants are: [C:1]([Si:5]([CH3:39])([CH3:38])[O:6][C@@H:7]1[CH2:11][C:10](=[O:12])[CH:9]([CH2:13]/[CH:14]=[CH:15]\[CH2:16][CH2:17][CH2:18][C:19]([O:21][CH:22]([CH3:24])[CH3:23])=[O:20])[C@H:8]1/[CH:25]=[CH:26]/[C:27]([F:37])([F:36])[CH2:28][O:29][C:30]1[CH:35]=[CH:34][CH:33]=[CH:32][CH:31]=1)([CH3:4])([CH3:3])[CH3:2].CCC(C)[BH-](C(C)CC)C(C)CC.[Li+].[NH4+].[Cl-].